The task is: Predict the reaction yield, written as a fraction of the theoretical maximum amount of product (1.0 means a 100% yield; for example, 0.34 means a 34% yield).. This data is from Reaction yield outcomes from USPTO patents with 853,638 reactions. (1) The reactants are Br[C:2]1[CH:3]=[C:4]([C:15]([OH:17])=[O:16])[C:5]2[C:6]([CH3:14])=[CH:7][N:8]([CH:11]([CH3:13])[CH3:12])[C:9]=2[CH:10]=1.[CH3:18][N:19]([CH3:27])[CH2:20][CH:21]1[CH2:26][CH2:25][NH:24][CH2:23][CH2:22]1.CC(C)([O-])C.[Na+]. The catalyst is O1CCOCC1. The product is [CH3:18][N:19]([CH2:20][CH:21]1[CH2:26][CH2:25][N:24]([C:2]2[CH:3]=[C:4]([C:15]([OH:17])=[O:16])[C:5]3[C:6]([CH3:14])=[CH:7][N:8]([CH:11]([CH3:13])[CH3:12])[C:9]=3[CH:10]=2)[CH2:23][CH2:22]1)[CH3:27]. The yield is 0.540. (2) The reactants are [NH:1]1[C:11]2[C:6](=[CH:7][CH:8]=[CH:9][CH:10]=2)[C:4](=O)[C:2]1=[O:3].[C:12]1([C:22]([NH:24][NH2:25])=[O:23])[C:21]2[C:16](=[CH:17][CH:18]=[CH:19][CH:20]=2)[CH:15]=[CH:14][CH:13]=1. No catalyst specified. The product is [CH2:2]([N:1]1[C:11]2[C:6](=[CH:7][CH:8]=[CH:9][CH:10]=2)/[C:4](=[N:25]/[NH:24][C:22]([C:12]2[C:21]3[C:16](=[CH:17][CH:18]=[CH:19][CH:20]=3)[CH:15]=[CH:14][CH:13]=2)=[O:23])/[C:2]1=[O:3])[CH2:4][CH2:6][CH2:7][CH2:8][CH3:9]. The yield is 0.580. (3) The reactants are [Si]([O:8][CH2:9][CH2:10][O:11][C:12]1[CH:43]=[C:42]([F:44])[C:15]([CH2:16][S:17][C:18]2[N:19]([C:35]3[CH:40]=[CH:39][C:38]([F:41])=[CH:37][CH:36]=3)[C:20]([C:23]([C:26]3[CH:31]=[CH:30][C:29]([Cl:32])=[C:28]([O:33][CH3:34])[CH:27]=3)([CH3:25])[CH3:24])=[CH:21][N:22]=2)=[C:14]([F:45])[CH:13]=1)(C(C)(C)C)(C)C. The catalyst is CC#N. The product is [Cl:32][C:29]1[CH:30]=[CH:31][C:26]([C:23]([C:20]2[N:19]([C:35]3[CH:40]=[CH:39][C:38]([F:41])=[CH:37][CH:36]=3)[C:18]([S:17][CH2:16][C:15]3[C:14]([F:45])=[CH:13][C:12]([O:11][CH2:10][CH2:9][OH:8])=[CH:43][C:42]=3[F:44])=[N:22][CH:21]=2)([CH3:25])[CH3:24])=[CH:27][C:28]=1[O:33][CH3:34]. The yield is 0.950. (4) The reactants are C([O:3][C:4](=[O:35])[CH2:5][O:6][C:7]1[CH:16]=[CH:15][C:14]2[C:9](=[CH:10][CH:11]=[C:12]([C:17]3[S:21][C:20]4[CH:22]=[C:23]([C:26](=[O:33])[CH2:27][CH2:28][C:29]([CH3:32])([CH3:31])[CH3:30])[CH:24]=[CH:25][C:19]=4[CH:18]=3)[CH:13]=2)[C:8]=1[Br:34])C.[OH-].[K+].Cl. The catalyst is C1COCC1.O. The product is [Br:34][C:8]1[C:9]2[C:14](=[CH:13][C:12]([C:17]3[S:21][C:20]4[CH:22]=[C:23]([C:26](=[O:33])[CH2:27][CH2:28][C:29]([CH3:32])([CH3:31])[CH3:30])[CH:24]=[CH:25][C:19]=4[CH:18]=3)=[CH:11][CH:10]=2)[CH:15]=[CH:16][C:7]=1[O:6][CH2:5][C:4]([OH:35])=[O:3]. The yield is 0.748. (5) The reactants are [CH3:1][O:2][C:3]([C@@:5]12[CH2:23][C@H:22]1[CH:21]=[CH:20][CH2:19][CH2:18][CH2:17][CH2:16][N:15]([CH3:24])[C:14](=[O:25])[N:13]1[C@@H:8]([CH2:9][C@H:10]([OH:26])[CH2:11][CH2:12]1)[C:7](=[O:27])[NH:6]2)=[O:4].[CH3:28][O:29][C:30]1[C:39]([CH3:40])=[C:38]2[C:33]([C:34](O)=[CH:35][C:36]([C:41]3[S:42][CH:43]=[C:44]([C:46]#[CH:47])[N:45]=3)=[N:37]2)=[CH:32][CH:31]=1.C1(P(C2C=CC=CC=2)C2C=CC=CC=2)C=CC=CC=1.CC(OC(/N=N/C(OC(C)C)=O)=O)C. The catalyst is C1COCC1. The product is [CH3:1][O:2][C:3]([C@@:5]12[CH2:23][C@H:22]1[CH:21]=[CH:20][CH2:19][CH2:18][CH2:17][CH2:16][N:15]([CH3:24])[C:14](=[O:25])[N:13]1[C@@H:8]([CH2:9][C@H:10]([O:26][C:34]3[C:33]4[C:38](=[C:39]([CH3:40])[C:30]([O:29][CH3:28])=[CH:31][CH:32]=4)[N:37]=[C:36]([C:41]4[S:42][CH:43]=[C:44]([C:46]#[CH:47])[N:45]=4)[CH:35]=3)[CH2:11][CH2:12]1)[C:7](=[O:27])[NH:6]2)=[O:4]. The yield is 0.420. (6) The reactants are O=C1C2C(=CC=CC=2)C(=O)[N:3]1[CH2:12][CH2:13][CH2:14][N:15]1[CH2:20][CH2:19][N:18]([C:21]([O:23][C:24]([CH3:27])([CH3:26])[CH3:25])=[O:22])[CH2:17][CH2:16]1.O.NN. The catalyst is C(O)C. The product is [NH2:3][CH2:12][CH2:13][CH2:14][N:15]1[CH2:20][CH2:19][N:18]([C:21]([O:23][C:24]([CH3:27])([CH3:26])[CH3:25])=[O:22])[CH2:17][CH2:16]1. The yield is 0.870.